This data is from HIV replication inhibition screening data with 41,000+ compounds from the AIDS Antiviral Screen. The task is: Binary Classification. Given a drug SMILES string, predict its activity (active/inactive) in a high-throughput screening assay against a specified biological target. (1) The drug is CC(=O)OCC(c1ccccc1)N1C(=O)C(OC(C)=O)C(OC(C)=O)C1=O. The result is 0 (inactive). (2) The result is 0 (inactive). The drug is CC12CCC(O)CC1=CCC1C2C(O)CC2(C)C(O)CCC12. (3) The drug is Cc1cc2nc3c(C(OC4OC(CO)C(O)C(O)C4O)C(O)CO)nn(-c4ccc(F)cc4)c3nc2cc1C. The result is 0 (inactive). (4) The compound is COC1N(C2CC(F)C(CO)O2)C(=O)NC(=O)C1(C)Cl. The result is 1 (active). (5) The drug is CSc1c(S(C)=O)c2ccccc2n1C. The result is 0 (inactive).